Dataset: Full USPTO retrosynthesis dataset with 1.9M reactions from patents (1976-2016). Task: Predict the reactants needed to synthesize the given product. Given the product [Br-:1].[F:34][C:30]1[CH:29]=[C:28]([CH:20]([C:21]2[CH:26]=[CH:25][CH:24]=[C:23]([F:27])[CH:22]=2)[O:19][C:17]([CH:14]2[CH2:13][CH2:12][N+:11]([CH3:10])([CH2:2][C:3](=[O:4])[C:5]3[CH:9]=[CH:8][S:7][CH:6]=3)[CH2:16][CH2:15]2)=[O:18])[CH:33]=[CH:32][CH:31]=1, predict the reactants needed to synthesize it. The reactants are: [Br:1][CH2:2][C:3]([C:5]1[CH:9]=[CH:8][S:7][CH:6]=1)=[O:4].[CH3:10][N:11]1[CH2:16][CH2:15][CH:14]([C:17]([O:19][CH:20]([C:28]2[CH:33]=[CH:32][CH:31]=[C:30]([F:34])[CH:29]=2)[C:21]2[CH:26]=[CH:25][CH:24]=[C:23]([F:27])[CH:22]=2)=[O:18])[CH2:13][CH2:12]1.